Task: Binary Classification. Given a miRNA mature sequence and a target amino acid sequence, predict their likelihood of interaction.. Dataset: Experimentally validated miRNA-target interactions with 360,000+ pairs, plus equal number of negative samples (1) The miRNA is hsa-miR-1827 with sequence UGAGGCAGUAGAUUGAAU. The protein sequence of the target gene is MAQVEKRGGLLRKSSASKKPLKEKVVLMYDEIFMTEDPSKCSPRFWEELFLMKVNLEYLEGKLESLDGEELMKIKDNINCLFQHCIQALGEEHPIRVVNALQTLCALIRGVHQKNKSTSGFDIINMLMGFDKAELCMKNLMESLDSLLCAEGSESLKSLCLKLLLCLVTVTDNISQNTILEYVMINSIFEAILQILSHPPSRREHGYDAVVLLALLVNYRKYESVNPYIVKLSIVDDEATLNGMGLVIAQALSEYNRQYKDKEEEHQSGFFSALTNMVGSMFIADAHEKISVQTNEAILL.... Result: 1 (interaction). (2) The miRNA is hsa-miR-6730-5p with sequence AGAAAGGUGGAGGGGUUGUCAGA. The protein sequence of the target gene is MRVLGGRCGALLACLLLVLPVSEANFLSKQQASQVLVRKRRANSLLEETKQGNLERECIEELCNKEEAREVFENDPETDYFYPKYLVCLRSFQTGLFTAARQSTNAYPDLRSCVNAIPDQCSPLPCNEDGYMSCKDGKASFTCTCKPGWQGEKCEFDINECKDPSNINGGCSQICDNTPGSYHCSCKNGFVMLSNKKDCKDVDECSLKPSICGTAVCKNIPGDFECECPEGYRYNLKSKSCEDIDECSENMCAQLCVNYPGGYTCYCDGKKGFKLAQDQKSCEVVSVCLPLNLDTKYELL.... Result: 0 (no interaction). (3) The miRNA is hsa-miR-2392 with sequence UAGGAUGGGGGUGAGAGGUG. The protein sequence of the target gene is MDSRIPYDDYPVVFLPAYENPPAWIPPHERVHHPDYNNELTQFLPRTITLKKPPGAQLGFNIRGGKASQLGIFISKVIPDSDAHRAGLQEGDQVLAVNDVDFQDIEHSKAVEILKTAREISMRVRFFPYNYHRQKERTVH. Result: 1 (interaction). (4) The miRNA is hsa-miR-548at-3p with sequence CAAAACCGCAGUAACUUUUGU. The protein sequence of the target gene is MLGQAVLFTTFLLLRAHQGQDCPDSSEEVVGVSGKPVQLRPSNIQTKDVSVQWKKTEQGSHRKIEILNWYNDGPSWSNVSFSDIYGFDYGDFALSIKSAKLQDSGHYLLEITNTGGKVCNKNFQLLILDHVETPNLKAQWKPWTNGTCQLFLSCLVTKDDNVSYALYRGSTLISNQRNSTHWENQIDASSLHTYTCNVSNRASWANHTLNFTHGCQSVPSNFRFLPFGVIIVILVTLFLGAIICFCVWTKKRKQLQFSPKEPLTIYEYVKDSRASRDQQGCSRASGSPSAVQEDGRGQRE.... Result: 0 (no interaction). (5) The miRNA is hsa-miR-384 with sequence AUUCCUAGAAAUUGUUCAUA. The protein sequence of the target gene is MERSPDVSPGPSRSFKEELLCAVCYDPFRDAVTLRCGHNFCRGCVSRCWEVQVSPTCPVCKDRASPADLRTNHTLNNLVEKLLREEAEGARWTSYRFSRVCRLHRGQLSLFCLEDKELLCCSCQADPRHQGHRVQPVKDTAHDFRAKCRNMEHALREKAKAFWAMRRSYEAIAKHNQVEAAWLEGRIRQEFDKLREFLRVEEQAILDAMAEETRQKQLLADEKMKQLTEETEVLAHEIERLQMEMKEDDVSFLMKHKSRKRRLFCTMEPEPVQPGMLIDVCKYLGSLQYRVWKKMLASVE.... Result: 1 (interaction). (6) The miRNA is hsa-miR-200b-5p with sequence CAUCUUACUGGGCAGCAUUGGA. The protein sequence of the target gene is MACILKRKPVLVVSFIALCILLLAMRLVNDATFPLLLNCFGQPKTKWIPLPYTFRQPLRTHYGYINVRTQEPLQLNCNHCAIVSNSGQMVGQKVGEEIDHASCIWRMNNAPTKGFEEDVGYMTMVRVVSHTSVPLLLKNPDYFFKEASRTIYVIWGPFRNMRKDGNGIVYNMLKKTVDAYPDAQIYVTTEQQMTHCDRVFKDETGKDRVQSGSYLSTGWFTFILAMDACYSIHVYGMINETYCKTEGYRKVPYHYYEQGKDECNEYLLHEHAPYGGHRFITEKKVFAKWAKKHRIVFTHP.... Result: 0 (no interaction).